Dataset: NCI-60 drug combinations with 297,098 pairs across 59 cell lines. Task: Regression. Given two drug SMILES strings and cell line genomic features, predict the synergy score measuring deviation from expected non-interaction effect. (1) Drug 1: CC(C1=C(C=CC(=C1Cl)F)Cl)OC2=C(N=CC(=C2)C3=CN(N=C3)C4CCNCC4)N. Drug 2: CC1=C(C(CCC1)(C)C)C=CC(=CC=CC(=CC(=O)O)C)C. Cell line: SR. Synergy scores: CSS=65.3, Synergy_ZIP=11.5, Synergy_Bliss=13.0, Synergy_Loewe=-23.0, Synergy_HSA=10.5. (2) Drug 1: CN1C(=O)N2C=NC(=C2N=N1)C(=O)N. Drug 2: CC1CCC2CC(C(=CC=CC=CC(CC(C(=O)C(C(C(=CC(C(=O)CC(OC(=O)C3CCCCN3C(=O)C(=O)C1(O2)O)C(C)CC4CCC(C(C4)OC)O)C)C)O)OC)C)C)C)OC. Cell line: KM12. Synergy scores: CSS=-3.33, Synergy_ZIP=-0.915, Synergy_Bliss=-3.41, Synergy_Loewe=-5.45, Synergy_HSA=-6.29. (3) Drug 2: C1=NC2=C(N1)C(=S)N=C(N2)N. Synergy scores: CSS=62.1, Synergy_ZIP=-8.82, Synergy_Bliss=-8.07, Synergy_Loewe=-4.11, Synergy_HSA=-0.745. Drug 1: CC1OCC2C(O1)C(C(C(O2)OC3C4COC(=O)C4C(C5=CC6=C(C=C35)OCO6)C7=CC(=C(C(=C7)OC)O)OC)O)O. Cell line: CAKI-1. (4) Drug 1: C1CN1C2=NC(=NC(=N2)N3CC3)N4CC4. Drug 2: C1C(C(OC1N2C=NC(=NC2=O)N)CO)O. Cell line: MDA-MB-435. Synergy scores: CSS=4.00, Synergy_ZIP=-1.92, Synergy_Bliss=0.456, Synergy_Loewe=-1.62, Synergy_HSA=-2.32. (5) Drug 1: CC1=CC2C(CCC3(C2CCC3(C(=O)C)OC(=O)C)C)C4(C1=CC(=O)CC4)C. Drug 2: CCC1=C2CN3C(=CC4=C(C3=O)COC(=O)C4(CC)O)C2=NC5=C1C=C(C=C5)O. Cell line: SR. Synergy scores: CSS=79.3, Synergy_ZIP=0.681, Synergy_Bliss=0.0445, Synergy_Loewe=-27.0, Synergy_HSA=-0.00539.